Dataset: Full USPTO retrosynthesis dataset with 1.9M reactions from patents (1976-2016). Task: Predict the reactants needed to synthesize the given product. (1) Given the product [Cl:1][C:2]1[CH:7]=[C:6]([O:8][CH2:9][C:10]2[CH:15]=[CH:14][CH:13]=[CH:12][CH:11]=2)[CH:5]=[C:4]([Cl:16])[C:3]=1[O:17][CH2:19][CH2:20][CH2:21][CH2:22][Cl:23], predict the reactants needed to synthesize it. The reactants are: [Cl:1][C:2]1[CH:7]=[C:6]([O:8][CH2:9][C:10]2[CH:15]=[CH:14][CH:13]=[CH:12][CH:11]=2)[CH:5]=[C:4]([Cl:16])[C:3]=1[OH:17].Br[CH2:19][CH2:20][CH2:21][CH2:22][Cl:23]. (2) Given the product [F:30][C:23]1[CH:22]=[C:21]([NH:20][C@H:17]2[CH2:18][CH2:19][C@H:14]([NH:13][CH:2]([CH3:4])[CH3:1])[CH2:15][CH2:16]2)[CH:29]=[CH:28][C:24]=1[C:25]([NH2:27])=[O:26], predict the reactants needed to synthesize it. The reactants are: [CH3:1][C:2]([CH3:4])=O.C(O)(=O)C.C([BH3-])#N.[Na+].[NH2:13][C@H:14]1[CH2:19][CH2:18][C@H:17]([NH:20][C:21]2[CH:29]=[CH:28][C:24]([C:25]([NH2:27])=[O:26])=[C:23]([F:30])[CH:22]=2)[CH2:16][CH2:15]1.C(=O)([O-])O.[Na+]. (3) Given the product [CH2:66]([N:55]1[C:54]2[N:53]=[C:52]([N:11]3[CH2:12][CH2:13][CH2:15][CH2:21]3)[NH:60][C:59]=2[C:58](=[O:61])[NH:57][C:56]1=[O:65])[CH:67]([CH3:68])[CH3:25], predict the reactants needed to synthesize it. The reactants are: C1(NC2C3N=C[N:11]([C:21]=3N=CN=2)[C@@H:12]2O[C@H](CO)[C@@H:15](O)[C@H:13]2O)CCCC1.[CH3:25]CNC([C@H]1O[C@@H](N2C3N=CN=C(N)C=3N=C2)[C@H](O)[C@@H]1O)=O.C1([C:52]2[NH:60][C:59]3[C:58](=[O:61])[N:57](CCC)[C:56](=[O:65])[N:55]([CH2:66][CH2:67][CH3:68])[C:54]=3[N:53]=2)CCCC1.[C@@H]1(N2C3N=CN=C(N)C=3N=C2)O[C@H](CO)[C@@H](O)[C@H]1O.NC1N2N=C(C3OC=CC=3)N=C2C2C=NN(CCC3C=CC=CC=3)C=2N=1. (4) Given the product [Cl:22][C:23]1[CH:24]=[C:25]2[CH:31]=[CH:30][N:29]([CH2:32][C:33]([N:1]3[CH2:2][CH2:3][CH:4]([C:7]4[CH:8]=[CH:9][C:10]([S:13]([NH:16][C:17]5[S:18][CH:19]=[CH:20][N:21]=5)(=[O:14])=[O:15])=[CH:11][CH:12]=4)[CH2:5][CH2:6]3)=[O:34])[C:26]2=[N:27][CH:28]=1, predict the reactants needed to synthesize it. The reactants are: [NH:1]1[CH2:6][CH2:5][CH:4]([C:7]2[CH:12]=[CH:11][C:10]([S:13]([NH:16][C:17]3[S:18][CH:19]=[CH:20][N:21]=3)(=[O:15])=[O:14])=[CH:9][CH:8]=2)[CH2:3][CH2:2]1.[Cl:22][C:23]1[CH:24]=[C:25]2[CH:31]=[CH:30][N:29]([CH2:32][C:33](O)=[O:34])[C:26]2=[N:27][CH:28]=1.CN(C(ON1N=NC2C=CC=NC1=2)=[N+](C)C)C.F[P-](F)(F)(F)(F)F.CCN(C(C)C)C(C)C. (5) Given the product [Si:3]([O:10][C@@H:11]([C:12](=[O:20])/[CH:13]=[CH:31]/[CH2:32][CH2:33][CH2:34][CH3:35])[CH3:21])([C:6]([CH3:9])([CH3:8])[CH3:7])([CH3:5])[CH3:4], predict the reactants needed to synthesize it. The reactants are: [Cl-].[Li+].[Si:3]([O:10][C@H:11]([CH3:21])[C:12](=[O:20])[CH2:13]P(=O)(OC)OC)([C:6]([CH3:9])([CH3:8])[CH3:7])([CH3:5])[CH3:4].C(N(C(C)C)C(C)C)C.[CH:31](=O)[CH2:32][CH2:33][CH2:34][CH3:35]. (6) Given the product [N:38]1[S:39][N:40]=[C:41]2[C:33]([CH2:32][N:22]([C@@H:23]([CH3:31])[CH:24]([O:25][CH2:26][CH3:27])[O:28][CH2:29][CH3:30])[C:20](=[O:21])[C@@H:19]([NH:18][C:15](=[O:17])[CH2:14][N:12]([CH3:13])[NH:11][C:9]([NH:8][CH2:1][C:2]3[CH:3]=[CH:4][CH:5]=[CH:6][CH:7]=3)=[O:10])[CH2:42][C:43]3[CH:48]=[CH:47][C:46]([OH:49])=[CH:45][CH:44]=3)=[CH:34][CH:35]=[CH:36][C:37]=12, predict the reactants needed to synthesize it. The reactants are: [CH2:1]([NH:8][C:9]([NH:11][N:12]([CH2:14][C:15]([OH:17])=O)[CH3:13])=[O:10])[C:2]1[CH:7]=[CH:6][CH:5]=[CH:4][CH:3]=1.[NH2:18][C@@H:19]([CH2:42][C:43]1[CH:48]=[CH:47][C:46]([O:49]C(C)(C)C)=[CH:45][CH:44]=1)[C:20]([N:22]([CH2:32][C:33]1[C:41]2[C:37](=[N:38][S:39][N:40]=2)[CH:36]=[CH:35][CH:34]=1)[C@@H:23]([CH3:31])[CH:24]([O:28][CH2:29][CH3:30])[O:25][CH2:26][CH3:27])=[O:21].